From a dataset of Reaction yield outcomes from USPTO patents with 853,638 reactions. Predict the reaction yield, written as a fraction of the theoretical maximum amount of product (1.0 means a 100% yield; for example, 0.34 means a 34% yield). (1) The reactants are [CH3:1][N:2]([CH3:28])[C:3]([C:5]1[N:20]([CH:21]2[CH2:26][CH2:25][C:24](=[O:27])[CH2:23][CH2:22]2)[C:8]2[N:9]=[C:10]([NH:13][C:14]3[CH:19]=[CH:18][CH:17]=[CH:16][N:15]=3)[N:11]=[CH:12][C:7]=2[CH:6]=1)=[O:4].O.[C:30](=O)(O)[O-].[Na+]. The catalyst is C1COCC1.C[Mg]I. The product is [CH3:1][N:2]([CH3:28])[C:3]([C:5]1[N:20]([CH:21]2[CH2:26][CH2:25][C:24]([OH:27])([CH3:30])[CH2:23][CH2:22]2)[C:8]2[N:9]=[C:10]([NH:13][C:14]3[CH:19]=[CH:18][CH:17]=[CH:16][N:15]=3)[N:11]=[CH:12][C:7]=2[CH:6]=1)=[O:4]. The yield is 0.0400. (2) The reactants are [NH2:1][C:2]1[C:3]([C:15]([NH2:17])=[O:16])=[N:4][C:5]([C:8]2[CH:13]=[CH:12][CH:11]=[C:10](Br)[CH:9]=2)=[CH:6][CH:7]=1.[C:18]([C:20]1([OH:26])[CH2:24][CH2:23][O:22][C:21]1=[O:25])#[CH:19]. No catalyst specified. The product is [NH2:1][C:2]1[C:3]([C:15]([NH2:17])=[O:16])=[N:4][C:5]([C:8]2[CH:13]=[CH:12][CH:11]=[C:10]([C:19]#[C:18][C@:20]3([OH:26])[CH2:24][CH2:23][O:22][C:21]3=[O:25])[CH:9]=2)=[CH:6][CH:7]=1. The yield is 0.120.